From a dataset of CYP3A4 inhibition data for predicting drug metabolism from PubChem BioAssay. Regression/Classification. Given a drug SMILES string, predict its absorption, distribution, metabolism, or excretion properties. Task type varies by dataset: regression for continuous measurements (e.g., permeability, clearance, half-life) or binary classification for categorical outcomes (e.g., BBB penetration, CYP inhibition). Dataset: cyp3a4_veith. (1) The drug is Cl[Pt](Cl)(Cl)Cl.OCc1ccncc1.OCc1ccncc1. The result is 0 (non-inhibitor). (2) The drug is NS(=O)(=O)c1ccc(NC(=O)Nc2ccccc2F)cc1. The result is 0 (non-inhibitor). (3) The molecule is COc1cccc(C(=O)Nc2ccc(NC(=O)c3ccco3)cn2)c1. The result is 0 (non-inhibitor). (4) The compound is Cc1ccc(S(=O)(=O)N2CCN(C(=O)c3ccccc3)C2C(C)C)cc1. The result is 1 (inhibitor). (5) The molecule is Cc1nc(N/N=C/c2ccccc2)nc(N(C)c2ccccc2)c1[N+](=O)[O-]. The result is 1 (inhibitor). (6) The drug is CCN1CCc2nc(NC(=O)c3ccc4c(c3)OCCO4)sc2C1. The result is 1 (inhibitor).